From a dataset of Full USPTO retrosynthesis dataset with 1.9M reactions from patents (1976-2016). Predict the reactants needed to synthesize the given product. (1) Given the product [C:63]1([C:62](=[N:75][C:2]2[CH:11]=[CH:10][C:9]3[C:8]([CH3:13])([OH:12])[CH2:7][CH2:6][CH2:5][C:4]=3[N:3]=2)[C:69]2[CH:70]=[CH:71][CH:72]=[CH:73][CH:74]=2)[CH:68]=[CH:67][CH:66]=[CH:65][CH:64]=1, predict the reactants needed to synthesize it. The reactants are: Cl[C:2]1[CH:11]=[CH:10][C:9]2[C:8]([CH3:13])([OH:12])[CH2:7][CH2:6][CH2:5][C:4]=2[N:3]=1.CC1(C)C2C(=C(P(C3C=CC=CC=3)C3C=CC=CC=3)C=CC=2)OC2C(P(C3C=CC=CC=3)C3C=CC=CC=3)=CC=CC1=2.C(=O)([O-])[O-].[Cs+].[Cs+].[C:62](=[NH:75])([C:69]1[CH:74]=[CH:73][CH:72]=[CH:71][CH:70]=1)[C:63]1[CH:68]=[CH:67][CH:66]=[CH:65][CH:64]=1. (2) The reactants are: [Cl-].O[NH3+:3].[C:4](=[O:7])([O-])[OH:5].[Na+].CS(C)=O.[Si]([O:20][CH2:21][C:22]1[N:23]([CH2:27][CH2:28][N:29]2[C:34](=[O:35])[C:33]3[CH:36]=[C:37]([CH2:39][CH3:40])[S:38][C:32]=3[N:31]([CH2:41][C:42]3[CH:47]=[CH:46][C:45]([C:48]4[C:49]([C:54]#[N:55])=[CH:50][CH:51]=[CH:52][CH:53]=4)=[CH:44][CH:43]=3)[C:30]2=[O:56])[CH:24]=[CH:25][N:26]=1)(C(C)(C)C)(C)C. Given the product [CH2:39]([C:37]1[S:38][C:32]2[N:31]([CH2:41][C:42]3[CH:43]=[CH:44][C:45]([C:48]4[CH:53]=[CH:52][CH:51]=[CH:50][C:49]=4[C:54]4[NH:55][C:4](=[O:7])[O:5][N:3]=4)=[CH:46][CH:47]=3)[C:30](=[O:56])[N:29]([CH2:28][CH2:27][N:23]3[CH:24]=[CH:25][N:26]=[C:22]3[CH2:21][OH:20])[C:34](=[O:35])[C:33]=2[CH:36]=1)[CH3:40], predict the reactants needed to synthesize it. (3) Given the product [CH2:5]([O:7][C:8](=[O:15])[CH2:9][C:10]([NH2:11])=[N:4][NH:3][CH:1]=[O:2])[CH3:6], predict the reactants needed to synthesize it. The reactants are: [CH:1]([NH:3][NH2:4])=[O:2].[CH2:5]([O:7][C:8](=[O:15])[CH2:9][C:10](OCC)=[NH:11])[CH3:6]. (4) Given the product [C:7]([C:9]1[CH:10]=[C:11]([C:16]2[N:26]=[CH:25][CH:24]=[CH:23][C:17]=2[C:18]([O:20][CH2:21][CH3:22])=[O:19])[CH:12]=[CH:13][C:14]=1[NH:6][CH2:1][C:2]([CH3:5])([CH3:4])[CH3:3])#[N:8], predict the reactants needed to synthesize it. The reactants are: [CH2:1]([NH2:6])[C:2]([CH3:5])([CH3:4])[CH3:3].[C:7]([C:9]1[CH:10]=[C:11]([C:16]2[N:26]=[CH:25][CH:24]=[CH:23][C:17]=2[C:18]([O:20][CH2:21][CH3:22])=[O:19])[CH:12]=[CH:13][C:14]=1F)#[N:8].